From a dataset of Full USPTO retrosynthesis dataset with 1.9M reactions from patents (1976-2016). Predict the reactants needed to synthesize the given product. (1) Given the product [CH2:15]([O:14][C:11]1[CH:12]=[CH:13][C:8]([C:5]2[CH:6]=[CH:7][C:2]([B:23]([OH:26])[OH:24])=[CH:3][CH:4]=2)=[CH:9][CH:10]=1)[CH2:16][CH2:17][CH2:18][CH2:19][CH2:20][CH2:21][CH3:22], predict the reactants needed to synthesize it. The reactants are: Br[C:2]1[CH:7]=[CH:6][C:5]([C:8]2[CH:13]=[CH:12][C:11]([O:14][CH2:15][CH2:16][CH2:17][CH2:18][CH2:19][CH2:20][CH2:21][CH3:22])=[CH:10][CH:9]=2)=[CH:4][CH:3]=1.[B:23](OC)([O:26]C)[O:24]C.Cl. (2) Given the product [ClH:1].[Cl:1][C:2]1[CH:3]=[C:4]([O:29][CH3:30])[C:5]([O:27][CH3:28])=[C:6]([CH:8]([NH:10][C:11]2[CH:16]=[C:15]([N:17]3[CH2:22][CH2:21][NH:20][CH2:19][CH2:18]3)[CH:14]=[CH:13][C:12]=2[S:23]([CH3:26])(=[O:24])=[O:25])[CH3:9])[CH:7]=1, predict the reactants needed to synthesize it. The reactants are: [Cl:1][C:2]1[CH:3]=[C:4]([O:29][CH3:30])[C:5]([O:27][CH3:28])=[C:6]([CH:8]([NH:10][C:11]2[CH:16]=[C:15]([N:17]3[CH2:22][CH2:21][NH:20][CH2:19][CH2:18]3)[CH:14]=[CH:13][C:12]=2[S:23]([CH3:26])(=[O:25])=[O:24])[CH3:9])[CH:7]=1.C(=O)=O.CO.Cl. (3) Given the product [CH3:27][CH:25]([O:24][C:22]([C:21]1[C:16]([N:13]2[CH2:12][CH2:11][N:10]([CH2:9][C:6]3[CH:7]=[CH:8][C:3]([CH2:1][NH:32][CH2:31][C:30]4[CH:33]=[CH:34][CH:35]=[CH:36][C:29]=4[F:28])=[CH:4][CH:5]=3)[CH2:15][CH2:14]2)=[N:17][CH:18]=[CH:19][CH:20]=1)=[O:23])[CH3:26], predict the reactants needed to synthesize it. The reactants are: [CH:1]([C:3]1[CH:8]=[CH:7][C:6]([CH2:9][N:10]2[CH2:15][CH2:14][N:13]([C:16]3[C:21]([C:22]([O:24][CH:25]([CH3:27])[CH3:26])=[O:23])=[CH:20][CH:19]=[CH:18][N:17]=3)[CH2:12][CH2:11]2)=[CH:5][CH:4]=1)=O.[F:28][C:29]1[CH:36]=[CH:35][CH:34]=[CH:33][C:30]=1[CH2:31][NH2:32].C(O)(=O)C.C([BH3-])#N.[Na+]. (4) Given the product [CH3:1][O:2][C:3](=[O:17])[C:4]1[CH:9]=[C:8]([CH:10]([CH3:12])[CH3:11])[C:7]([O:13][CH3:14])=[CH:6][C:5]=1[O:15][CH3:16], predict the reactants needed to synthesize it. The reactants are: [CH3:1][O:2][C:3](=[O:17])[C:4]1[CH:9]=[C:8]([C:10]([CH3:12])=[CH2:11])[C:7]([O:13][CH3:14])=[CH:6][C:5]=1[O:15][CH3:16]. (5) Given the product [NH2:1][C:2]1[N:7]=[C:6]([N:8]2[CH2:9][CH2:10][C:11]3([CH2:15][NH:14][C@H:13]([C:16]([OH:18])=[O:17])[CH2:12]3)[CH2:21][CH2:22]2)[CH:5]=[C:4]([O:23][CH2:24][C:25]2[CH:30]=[CH:29][C:28]([Cl:31])=[CH:27][C:26]=2[C:32]2[CH:37]=[CH:36][CH:35]=[C:34]([S:38]([CH3:41])(=[O:39])=[O:40])[CH:33]=2)[N:3]=1, predict the reactants needed to synthesize it. The reactants are: [NH2:1][C:2]1[N:7]=[C:6]([N:8]2[CH2:22][CH2:21][C:11]3([CH2:15][NH:14][C@H:13]([C:16]([O:18]CC)=[O:17])[CH2:12]3)[CH2:10][CH2:9]2)[CH:5]=[C:4]([O:23][CH2:24][C:25]2[CH:30]=[CH:29][C:28]([Cl:31])=[CH:27][C:26]=2[C:32]2[CH:37]=[CH:36][CH:35]=[C:34]([S:38]([CH3:41])(=[O:40])=[O:39])[CH:33]=2)[N:3]=1.[OH-].[Na+]. (6) Given the product [NH2:62][C@@H:22]([CH2:21][CH2:20][CH2:19][CH2:18][N:17]([CH2:26][C:27]1[N:28]([CH2:32][C:33]([N:34]([CH2:43][C:44]([O:45][C:46]([CH3:47])([CH3:48])[CH3:49])=[O:50])[CH2:35][C:36](=[O:42])[O:37][C:38]([CH3:39])([CH3:40])[CH3:41])=[O:51])[CH:29]=[CH:30][N:31]=1)[CH2:16][C:12]1[N:11]([CH2:10][C:9](=[O:52])[N:8]([CH2:7][C:6](=[O:61])[O:5][C:1]([CH3:2])([CH3:3])[CH3:4])[CH2:53][C:54](=[O:60])[O:55][C:56]([CH3:59])([CH3:58])[CH3:57])[CH:15]=[CH:14][N:13]=1)[C:23]([OH:25])=[O:24], predict the reactants needed to synthesize it. The reactants are: [C:1]([O:5][C:6](=[O:61])[CH2:7][N:8]([CH2:53][C:54](=[O:60])[O:55][C:56]([CH3:59])([CH3:58])[CH3:57])[C:9](=[O:52])[CH2:10][N:11]1[CH:15]=[CH:14][N:13]=[C:12]1[CH2:16][N:17]([CH2:26][C:27]1[N:28]([CH2:32][C:33](=[O:51])[N:34]([CH2:43][C:44](=[O:50])[O:45][C:46]([CH3:49])([CH3:48])[CH3:47])[CH2:35][C:36](=[O:42])[O:37][C:38]([CH3:41])([CH3:40])[CH3:39])[CH:29]=[CH:30][N:31]=1)[CH2:18][CH2:19][CH2:20][CH2:21][CH2:22][C:23]([OH:25])=[O:24])([CH3:4])([CH3:3])[CH3:2].[NH:62]1CCCCC1. (7) Given the product [CH3:18][O:17][C:9]1[CH:10]=[C:11]([N+:14]([O-:16])=[O:15])[CH:12]=[CH:13][C:8]=1[N:5]1[CH:6]=[C:2]([CH3:1])[N:3]=[CH:4]1, predict the reactants needed to synthesize it. The reactants are: [CH3:1][C:2]1[N:3]=[CH:4][NH:5][CH:6]=1.F[C:8]1[CH:13]=[CH:12][C:11]([N+:14]([O-:16])=[O:15])=[CH:10][C:9]=1[O:17][CH3:18].C(=O)([O-])[O-].[K+].[K+].C(OCC)(=O)C. (8) The reactants are: C(=O)([O-])[O-].[K+].[K+].[CH2:7]([O:9][C:10](=[O:14])[CH2:11][C:12]#[N:13])[CH3:8].[C:15](OC(=O)C)(=[O:17])[CH3:16]. Given the product [C:12]([C:11](=[C:15]([OH:17])[CH3:16])[C:10]([O:9][CH2:7][CH3:8])=[O:14])#[N:13], predict the reactants needed to synthesize it. (9) The reactants are: [F:1][C:2]1([F:28])[CH2:7][C@H:6]([C:8]([O:10]CC)=[O:9])[C@H:5]([NH:13][C:14]([C:16]2[CH:21]=[CH:20][C:19]([N:22]3[CH:26]=[CH:25][C:24]([CH3:27])=[N:23]3)=[CH:18][CH:17]=2)=[O:15])[CH2:4][CH2:3]1.[OH-].[Na+]. Given the product [F:28][C:2]1([F:1])[CH2:7][C@H:6]([C:8]([OH:10])=[O:9])[C@H:5]([NH:13][C:14]([C:16]2[CH:21]=[CH:20][C:19]([N:22]3[CH:26]=[CH:25][C:24]([CH3:27])=[N:23]3)=[CH:18][CH:17]=2)=[O:15])[CH2:4][CH2:3]1, predict the reactants needed to synthesize it. (10) Given the product [NH2:20][C:21]1[N:22]=[C:23]([S:46][CH2:18][C:16]2[N:13]=[C:11]([NH:10][C:7]3[CH:6]=[CH:5][C:4]([C:1]([OH:3])=[O:2])=[CH:9][CH:8]=3)[S:12][CH:15]=2)[C:24]([C:44]#[N:45])=[C:25]([C:29]2[CH:34]=[CH:33][C:32]([O:35][CH2:36][CH:37]3[CH2:41][O:40][C:39]([CH3:42])([CH3:43])[O:38]3)=[CH:31][CH:30]=2)[C:26]=1[C:27]#[N:28], predict the reactants needed to synthesize it. The reactants are: [C:1]([C:4]1[CH:9]=[CH:8][C:7]([NH:10][C:11]([NH2:13])=[S:12])=[CH:6][CH:5]=1)([OH:3])=[O:2].Cl[CH2:15][C:16]([CH2:18]Cl)=O.[NH2:20][C:21]1[C:26]([C:27]#[N:28])=[C:25]([C:29]2[CH:34]=[CH:33][C:32]([O:35][CH2:36][CH:37]3[CH2:41][O:40][C:39]([CH3:43])([CH3:42])[O:38]3)=[CH:31][CH:30]=2)[C:24]([C:44]#[N:45])=[C:23]([SH:46])[N:22]=1.C(=O)(O)[O-].[Na+].